From a dataset of Experimentally validated miRNA-target interactions with 360,000+ pairs, plus equal number of negative samples. Binary Classification. Given a miRNA mature sequence and a target amino acid sequence, predict their likelihood of interaction. (1) The miRNA is rno-miR-200c-5p with sequence CGUCUUACCCAGCAGUGUUUG. The protein sequence of the target gene is MMFRDQVGVLAGWFKGWNECEQTVALLSLLKRVSQTQARFLQLCLEHSLADCAELHVLEGEANSPGIINQWQQESKDKVISLLLTHLPLLKPGNLDAKAEYMKLLPKILAHSIEHNQHIEESRQLLSYALIHPATSLEDRSALAMWLNHLEDRTSTSFGSQNRGRSDSVDYGQTHYYHQRQNSDDKLNGWQNSRDSGICISASNWQDKSLGCENGHVPLYSSSSVPATINTIGTGASTILSGQAHHSPLKRSVSLTPPMNVPNQPLGHGWMSHEDLRARGPQCLPSDHAPLSPQSSVASS.... Result: 0 (no interaction). (2) The miRNA is hsa-miR-376a-5p with sequence GUAGAUUCUCCUUCUAUGAGUA. The protein sequence of the target gene is MEICWGPYSHLISLLLILLFHSEAACRPSGKRPCKMQAFRIWDTNQKTFYLRNNQLIAGYLQGPNIKLEEKIDMVPIDLHSVFLGIHGGKLCLSCAKSGDDIKLQLEEVNITDLSKNKEEDKRFTFIRSEKGPTTSFESAACPGWFLCTTLEADRPVSLTNTPEEPLIVTKFYFQEDQ. Result: 0 (no interaction). (3) The miRNA is hsa-miR-3664-3p with sequence UCUCAGGAGUAAAGACAGAGUU. The protein sequence of the target gene is MGREQDLILAVKNGDVTGVQKLVAKVKATKTKLLGSTKRLNVNYQDADGFSALHHAALGGSLELIALLLEAQATVDIKDSNGMRPLHYAAWQGRLEPVRLLLRASAAVNAASLDGQIPLHLAAQYGHYEVSEMLLQHQSNPCLVNKAKKTPLDLACEFGRLKVAQLLLNSHLCVALLEGEAKDPCDPNYTTPLHLAAKNGHREVIRQLLRAGIEINRQTKTGTALHEAALYGKTEVVRLLLEGGVDVNIRNTYNQTALDIVNQFTTSQASREIKQLLREASGILKVRALKDFWNLHDPTA.... Result: 1 (interaction). (4) The miRNA is hsa-miR-1233-3p with sequence UGAGCCCUGUCCUCCCGCAG. The protein sequence of the target gene is MAELLRSLQDSQLVARFQRRCGLFPAPDEGPRENGADPTERAARVPGVEHLPAANGKGGEAPANGLRRAAAPEAYVQKYVVKNYFYYYLFQFSAALGQEVFYITFLPFTHWNIDPYLSRRLIIIWVLVMYIGQVAKDVLKWPRPSSPPVVKLEKRLIAEYGMPSTHAMAATAIAFTLLISTMDRYQYPFVLGLVMAVVFSTLVCLSRLYTGMHTVLDVLGGVLITALLIVLTYPAWTFIDCLDSASPLFPVCVIVVPFFLCYNYPVSDYYSPTRADTTTILAAGAGVTIGFWINHFFQLV.... Result: 1 (interaction).